Dataset: Retrosynthesis with 50K atom-mapped reactions and 10 reaction types from USPTO. Task: Predict the reactants needed to synthesize the given product. (1) Given the product Cc1ccc(OCn2cc(Cl)cnc2=O)cc1, predict the reactants needed to synthesize it. The reactants are: Cc1ccc(OCCl)cc1.O=c1ncc(Cl)c[nH]1. (2) Given the product O=C(Nc1ccc(Oc2ccc3nc(NC(=O)C4CC4)cn3n2)cc1)c1cccc(C(F)(F)F)c1, predict the reactants needed to synthesize it. The reactants are: Nc1ccc(Oc2ccc3nc(NC(=O)C4CC4)cn3n2)cc1.O=C(O)c1cccc(C(F)(F)F)c1. (3) Given the product Cc1nc(C(=O)N2C[C@@H]3CCC[C@@H]3[C@H]2CNC(=O)c2c(C)nc3sccn23)c(-c2ccc(C(F)(F)F)cc2)s1, predict the reactants needed to synthesize it. The reactants are: Cc1nc(C(=O)O)c(-c2ccc(C(F)(F)F)cc2)s1.Cc1nc2sccn2c1C(=O)NC[C@H]1NC[C@@H]2CCC[C@H]12. (4) Given the product CC(=O)C(=CC1CCN(C(=O)OC(C)(C)C)CC1)C(C)=O, predict the reactants needed to synthesize it. The reactants are: CC(=O)CC(C)=O.CC(C)(C)OC(=O)N1CCC(C=O)CC1. (5) Given the product CCOC(=O)COc1ccc(N2C[C@@H](C)OC[C@H]2c2ccccc2)nc1NC(=O)C(C)(C)C, predict the reactants needed to synthesize it. The reactants are: CCOC(=O)CBr.C[C@@H]1CN(c2ccc(O)c(NC(=O)C(C)(C)C)n2)[C@H](c2ccccc2)CO1.